From a dataset of Forward reaction prediction with 1.9M reactions from USPTO patents (1976-2016). Predict the product of the given reaction. (1) Given the reactants [N:1]([C:4]1[CH:9]=[CH:8][CH:7]=[CH:6][N:5]=1)=[C:2]=[O:3].[H-].[Na+].[C:12]1([CH2:18][NH:19][C:20]([CH:22]([C:28](OCC)=[O:29])[C:23]([O:25][CH2:26][CH3:27])=[O:24])=[O:21])[CH:17]=[CH:16][CH:15]=[CH:14][CH:13]=1, predict the reaction product. The product is: [OH:29][C:28]1[N:1]([C:4]2[CH:9]=[CH:8][CH:7]=[CH:6][N:5]=2)[C:2](=[O:3])[N:19]([CH2:18][C:12]2[CH:13]=[CH:14][CH:15]=[CH:16][CH:17]=2)[C:20](=[O:21])[C:22]=1[C:23]([O:25][CH2:26][CH3:27])=[O:24]. (2) The product is: [CH3:1][C:2]1([CH3:12])[C:3](=[O:11])[N:4]([C:5]2[CH:10]=[CH:9][CH:8]=[CH:7][CH:6]=2)[C:14]([C:16]2[C:21](=[O:22])[C:20]([O:23][CH3:24])=[CH:19][N:18]([C:25]3[CH:30]=[CH:29][CH:28]=[C:27]([C:31]([F:34])([F:33])[F:32])[CH:26]=3)[N:17]=2)=[N:13]1. Given the reactants [CH3:1][C:2]([NH:13][C:14]([C:16]1[C:21](=[O:22])[C:20]([O:23][CH3:24])=[CH:19][N:18]([C:25]2[CH:30]=[CH:29][CH:28]=[C:27]([C:31]([F:34])([F:33])[F:32])[CH:26]=2)[N:17]=1)=O)([CH3:12])[C:3](=[O:11])[NH:4][C:5]1[CH:10]=[CH:9][CH:8]=[CH:7][CH:6]=1.C([O-])(=O)C.[Na+].C(O)(=O)C, predict the reaction product. (3) Given the reactants Br[C:2]1[CH:7]=[C:6]([C:8]2[N:12]3[CH:13]=[CH:14][C:15]([CH3:17])=[CH:16][C:11]3=[N:10][C:9]=2[C:18]2[CH:23]=[CH:22][CH:21]=[C:20]([CH3:24])[N:19]=2)[CH:5]=[CH:4][N:3]=1.[CH:25]([C:27]1[CH:32]=[CH:31][C:30](B(O)O)=[CH:29][CH:28]=1)=[O:26], predict the reaction product. The product is: [CH3:17][C:15]1[CH:14]=[CH:13][N:12]2[C:8]([C:6]3[CH:5]=[CH:4][N:3]=[C:2]([C:30]4[CH:31]=[CH:32][C:27]([CH:25]=[O:26])=[CH:28][CH:29]=4)[CH:7]=3)=[C:9]([C:18]3[CH:23]=[CH:22][CH:21]=[C:20]([CH3:24])[N:19]=3)[N:10]=[C:11]2[CH:16]=1. (4) Given the reactants [CH3:1][C:2]1[C:6]2[C:7](=[O:18])[N:8]([CH2:11][CH2:12][N:13]3[CH2:17][CH2:16][CH2:15][CH2:14]3)[CH2:9][CH2:10][C:5]=2[NH:4][C:3]=1[CH:19]=O.[F:21][C:22]1[CH:23]=[C:24]2[C:28](=[CH:29][CH:30]=1)[NH:27][C:26](=[O:31])[CH2:25]2.N1CCCCC1, predict the reaction product. The product is: [F:21][C:22]1[CH:23]=[C:24]2[C:28](=[CH:29][CH:30]=1)[NH:27][C:26](=[O:31])[C:25]2=[CH:19][C:3]1[NH:4][C:5]2[CH2:10][CH2:9][N:8]([CH2:11][CH2:12][N:13]3[CH2:14][CH2:15][CH2:16][CH2:17]3)[C:7](=[O:18])[C:6]=2[C:2]=1[CH3:1]. (5) Given the reactants [Br:1][C:2]1[CH:10]=[C:9]([F:11])[CH:8]=[CH:7][C:3]=1[C:4](O)=[O:5], predict the reaction product. The product is: [Br:1][C:2]1[CH:10]=[C:9]([F:11])[CH:8]=[CH:7][C:3]=1[CH2:4][OH:5]. (6) Given the reactants Br[C:2]1[CH:9]=[C:8]([F:10])[C:5]([C:6]#[N:7])=[C:4]([F:11])[CH:3]=1.[CH3:12][N:13]1[CH:17]=[CH:16][C:15](B2OC(C)(C)C(C)(C)O2)=[N:14]1.C(=O)([O-])[O-].[Na+].[Na+], predict the reaction product. The product is: [F:10][C:8]1[CH:9]=[C:2]([C:15]2[CH:16]=[CH:17][N:13]([CH3:12])[N:14]=2)[CH:3]=[C:4]([F:11])[C:5]=1[C:6]#[N:7]. (7) Given the reactants [C:1]([O:7][CH2:8][CH2:9][O:10][CH3:11])(=[O:6])[CH2:2][C:3]([CH3:5])=O.[Br:12][C:13]1[CH:14]=[C:15]([CH:18]=[CH:19][CH:20]=1)[CH:16]=O.[NH4+:21].[OH-:22], predict the reaction product. The product is: [Br:12][C:13]1[CH:14]=[C:15]([CH:16]2[C:2]([C:1]([O:7][CH2:8][CH2:9][O:10][CH3:11])=[O:6])=[C:3]([CH3:5])[NH:21][C:3]([CH3:5])=[C:2]2[C:1]([O:7][CH2:8][CH2:9][O:10][CH3:11])=[O:22])[CH:18]=[CH:19][CH:20]=1. (8) Given the reactants [C:1]([C:4]1[CH:9]=[CH:8][C:7]([S:10]([NH2:13])(=[O:12])=[O:11])=[CH:6][CH:5]=1)(=[O:3])[CH3:2].[C:14](OC(=O)C)(=[O:16])[CH3:15], predict the reaction product. The product is: [C:1]([C:4]1[CH:5]=[CH:6][C:7]([S:10]([NH:13][C:14](=[O:16])[CH3:15])(=[O:11])=[O:12])=[CH:8][CH:9]=1)(=[O:3])[CH3:2].